From a dataset of Forward reaction prediction with 1.9M reactions from USPTO patents (1976-2016). Predict the product of the given reaction. (1) Given the reactants [C:1]([O:5][C:6](=[O:37])[CH2:7][O:8][C:9]1[C:18]2[CH2:17][CH2:16][CH2:15][C@@H:14]([N:19]([S:21]([C:24]3[CH:29]=[C:28]([C:30]([F:33])([F:32])[F:31])[CH:27]=[C:26]([C:34]([CH3:36])=[CH2:35])[CH:25]=3)(=[O:23])=[O:22])[CH3:20])[C:13]=2[CH:12]=[CH:11][CH:10]=1)([CH3:4])([CH3:3])[CH3:2], predict the reaction product. The product is: [C:1]([O:5][C:6](=[O:37])[CH2:7][O:8][C:9]1[C:18]2[CH2:17][CH2:16][CH2:15][C@@H:14]([N:19]([S:21]([C:24]3[CH:29]=[C:28]([C:30]([F:31])([F:32])[F:33])[CH:27]=[C:26]([CH:34]([CH3:35])[CH3:36])[CH:25]=3)(=[O:23])=[O:22])[CH3:20])[C:13]=2[CH:12]=[CH:11][CH:10]=1)([CH3:4])([CH3:3])[CH3:2]. (2) The product is: [C:28]([CH2:27][NH:26][C:18]([C:6]1[S:7][C:8]2=[N:9][C:10]3[CH2:11][CH2:12][CH:13]([C:42]([CH3:41])([CH3:43])[CH3:54])[CH2:14][C:15]=3[CH:16]=[C:17]2[CH:5]=1)=[O:20])#[N:29]. Given the reactants C([C:5]1[C:17]2[C:8](=[N:9][C:10]3[CH2:11][CH2:12][CH2:13][CH2:14][C:15]=3[CH:16]=2)[S:7][C:6]=1[C:18]([OH:20])=O)(C)(C)C.S(=O)(=O)(O)O.[NH2:26][CH2:27][C:28]#[N:29].CN(C(ON1N=NC2[CH:41]=[CH:42][CH:43]=NC1=2)=[N+](C)C)C.F[P-](F)(F)(F)(F)F.[CH3:54]N1CCOCC1, predict the reaction product. (3) Given the reactants [CH3:1][O:2][C:3]([CH:5]1[CH2:9][CH2:8][CH2:7][N:6]1[N:10]=[CH:11][CH2:12][C:13]([CH3:16])([CH3:15])[CH3:14])=[O:4].C(O)(=O)C.C([BH3-])#N.[Na+], predict the reaction product. The product is: [CH3:1][O:2][C:3]([CH:5]1[CH2:9][CH2:8][CH2:7][N:6]1[NH:10][CH2:11][CH2:12][C:13]([CH3:16])([CH3:15])[CH3:14])=[O:4]. (4) Given the reactants [F:1][C:2]1[CH:10]=[C:9]2[C:5]([C:6]([C:20]3[CH:21]=[N:22][N:23]([CH:25]4[CH2:30][CH2:29][N:28](C(OC(C)(C)C)=O)[CH2:27][CH2:26]4)[CH:24]=3)=[CH:7][N:8]2[S:11]([C:14]2[CH:19]=[CH:18][CH:17]=[CH:16][CH:15]=2)(=[O:13])=[O:12])=[CH:4][CH:3]=1.[ClH:38], predict the reaction product. The product is: [ClH:38].[F:1][C:2]1[CH:10]=[C:9]2[C:5]([C:6]([C:20]3[CH:21]=[N:22][N:23]([CH:25]4[CH2:30][CH2:29][NH:28][CH2:27][CH2:26]4)[CH:24]=3)=[CH:7][N:8]2[S:11]([C:14]2[CH:15]=[CH:16][CH:17]=[CH:18][CH:19]=2)(=[O:12])=[O:13])=[CH:4][CH:3]=1. (5) Given the reactants N#N.[CH2:3]([O:5][C:6]([C:8]1[N:9]=[C:10]([CH:13]=[O:14])[O:11][CH:12]=1)=[O:7])[CH3:4].[BH4-].[Na+].[NH4+].[Cl-], predict the reaction product. The product is: [CH2:3]([O:5][C:6]([C:8]1[N:9]=[C:10]([CH2:13][OH:14])[O:11][CH:12]=1)=[O:7])[CH3:4]. (6) The product is: [NH2:35][CH2:34][CH2:33][CH2:32][N:22]([CH:18]([C:9]1[N:8]([CH2:1][C:2]2[CH:3]=[CH:4][CH:5]=[CH:6][CH:7]=2)[C:12]2[CH:13]=[CH:14][C:15]([CH3:17])=[CH:16][C:11]=2[N:10]=1)[CH:19]([CH3:21])[CH3:20])[C:23](=[O:31])[C:24]1[CH:25]=[CH:26][C:27]([CH3:30])=[CH:28][CH:29]=1. Given the reactants [CH2:1]([N:8]1[C:12]2[CH:13]=[CH:14][C:15]([CH3:17])=[CH:16][C:11]=2[N:10]=[C:9]1[CH:18]([N:22]([CH2:32][CH2:33][CH2:34][N:35]1C(=O)C2C(=CC=CC=2)C1=O)[C:23](=[O:31])[C:24]1[CH:29]=[CH:28][C:27]([CH3:30])=[CH:26][CH:25]=1)[CH:19]([CH3:21])[CH3:20])[C:2]1[CH:7]=[CH:6][CH:5]=[CH:4][CH:3]=1.NN, predict the reaction product. (7) Given the reactants [CH3:1][O:2][C:3]1[CH:8]=[CH:7][C:6]([NH:9][C:10](=[O:21])[C:11]2[CH:16]=[CH:15][CH:14]=[C:13]([C:17]([F:20])([F:19])[F:18])[CH:12]=2)=[CH:5][C:4]=1[C:22]1[N:27]2[N:28]=[CH:29][CH:30]=[C:26]2[N:25]=[CH:24][CH:23]=1.[I:31]N1C(=O)CCC1=O, predict the reaction product. The product is: [I:31][C:30]1[CH:29]=[N:28][N:27]2[C:22]([C:4]3[CH:5]=[C:6]([NH:9][C:10](=[O:21])[C:11]4[CH:16]=[CH:15][CH:14]=[C:13]([C:17]([F:18])([F:20])[F:19])[CH:12]=4)[CH:7]=[CH:8][C:3]=3[O:2][CH3:1])=[CH:23][CH:24]=[N:25][C:26]=12.